This data is from Full USPTO retrosynthesis dataset with 1.9M reactions from patents (1976-2016). The task is: Predict the reactants needed to synthesize the given product. (1) The reactants are: O1CCCC1.[OH-].[Na+].[NH2:8][C:9]1[C:14]([C:15]2[O:19][N:18]=[C:17]([CH2:20][C:21]3[CH:26]=[CH:25][C:24]([OH:27])=[CH:23][CH:22]=3)[CH:16]=2)=[CH:13][CH:12]=[CH:11][N:10]=1.Cl[CH2:29][C:30]1[CH:35]=[CH:34][CH:33]=[C:32]([F:36])[N:31]=1. Given the product [F:36][C:32]1[N:31]=[C:30]([CH2:29][O:27][C:24]2[CH:25]=[CH:26][C:21]([CH2:20][C:17]3[CH:16]=[C:15]([C:14]4[C:9]([NH2:8])=[N:10][CH:11]=[CH:12][CH:13]=4)[O:19][N:18]=3)=[CH:22][CH:23]=2)[CH:35]=[CH:34][CH:33]=1, predict the reactants needed to synthesize it. (2) The reactants are: [OH:1][C:2]1[CH:9]=[C:8]([CH:10]([CH3:12])[CH3:11])[CH:7]=[CH:6][C:3]=1[CH:4]=[O:5].C(=O)([O-])[O-].[K+].[K+].[CH2:19](Br)[C:20]1[CH:25]=[CH:24][CH:23]=[CH:22][CH:21]=1. Given the product [CH2:19]([O:1][C:2]1[CH:9]=[C:8]([CH:10]([CH3:12])[CH3:11])[CH:7]=[CH:6][C:3]=1[CH:4]=[O:5])[C:20]1[CH:25]=[CH:24][CH:23]=[CH:22][CH:21]=1, predict the reactants needed to synthesize it. (3) Given the product [F:1][C:2]1[CH:3]=[C:4]([N:22]2[CH2:26][C@H:25]([CH2:27][NH:28][C:29](=[O:31])[CH3:30])[O:24][C:23]2=[O:32])[CH:5]=[CH:6][C:7]=1[CH:8]1[CH2:11][NH:10][CH2:9]1, predict the reactants needed to synthesize it. The reactants are: [F:1][C:2]1[CH:3]=[C:4]([N:22]2[CH2:26][C@H:25]([CH2:27][NH:28][C:29](=[O:31])[CH3:30])[O:24][C:23]2=[O:32])[CH:5]=[CH:6][C:7]=1[CH:8]1[CH2:11][N:10](C(OCC2C=CC=CC=2)=O)[CH2:9]1. (4) Given the product [OH:25][NH:26][C:3](=[O:2])[CH2:4][CH2:5][CH2:6][C:7]([N:9]([CH2:22][CH3:23])[CH2:10][CH2:11][NH:12][C:13](=[O:21])[C:14]1[CH:19]=[CH:18][C:17]([NH2:20])=[CH:16][CH:15]=1)=[O:8], predict the reactants needed to synthesize it. The reactants are: C[O:2][C:3](=O)[CH2:4][CH2:5][CH2:6][C:7]([N:9]([CH2:22][CH3:23])[CH2:10][CH2:11][NH:12][C:13](=[O:21])[C:14]1[CH:19]=[CH:18][C:17]([NH2:20])=[CH:16][CH:15]=1)=[O:8].[OH:25][NH2:26].Cl. (5) Given the product [C:12]([O:11][C:9]([NH:24][C@H:23]([C:25]([OH:27])=[O:26])[CH2:22][S:21][C:19](=[O:20])[NH:18][CH2:16][CH3:17])=[O:10])([CH3:13])([CH3:14])[CH3:15], predict the reactants needed to synthesize it. The reactants are: [C:9](O[C:9]([O:11][C:12]([CH3:15])([CH3:14])[CH3:13])=[O:10])([O:11][C:12]([CH3:15])([CH3:14])[CH3:13])=[O:10].[CH2:16]([NH:18][C:19]([S:21][CH2:22][C@@H:23]([C:25]([OH:27])=[O:26])[NH2:24])=[O:20])[CH3:17].C(N(C(C)C)CC)(C)C.[Cl-].[Na+].Cl. (6) Given the product [NH:5]1[CH2:9][CH2:8][CH:7]([C:10]2[CH:11]=[C:12]([NH:16][S:17]([C:20]3[CH:25]=[CH:24][C:23]([O:26][C:27]([F:30])([F:28])[F:29])=[CH:22][CH:21]=3)(=[O:19])=[O:18])[CH:13]=[CH:14][CH:15]=2)[CH2:6]1, predict the reactants needed to synthesize it. The reactants are: COC([N:5]1[CH2:9][CH2:8][CH:7]([C:10]2[CH:15]=[CH:14][CH:13]=[C:12]([NH:16][S:17]([C:20]3[CH:25]=[CH:24][C:23]([O:26][C:27]([F:30])([F:29])[F:28])=[CH:22][CH:21]=3)(=[O:19])=[O:18])[CH:11]=2)[CH2:6]1)=O.Cl. (7) Given the product [C:1]([N:5]1[C:9]2=[N:10][CH:11]=[CH:12][CH:13]=[C:8]2[C@:7]2([CH2:22][C:16]3=[N:17][CH:18]=[C:19]([C:24]([OH:26])=[O:25])[CH:20]=[C:15]3[CH2:14]2)[C:6]1=[O:23])([CH3:4])([CH3:3])[CH3:2], predict the reactants needed to synthesize it. The reactants are: [C:1]([N:5]1[C:9]2=[N:10][CH:11]=[CH:12][CH:13]=[C:8]2[C@:7]2([CH2:22][C:16]3=[N:17][CH:18]=[C:19](Cl)[CH:20]=[C:15]3[CH2:14]2)[C:6]1=[O:23])([CH3:4])([CH3:3])[CH3:2].[C:24]([O-])([O-:26])=[O:25].[K+].[K+].C1(P(C2CCCCC2)CCCP(C2CCCCC2)C2CCCCC2)CCCCC1.Cl. (8) Given the product [OH:1][C:2]1[C:11]([CH3:12])=[C:10]([O:13][CH2:20][O:21][CH3:22])[CH:9]=[CH:8][C:3]=1[C:4]([O:6][CH3:7])=[O:5], predict the reactants needed to synthesize it. The reactants are: [OH:1][C:2]1[C:11]([CH3:12])=[C:10]([OH:13])[CH:9]=[CH:8][C:3]=1[C:4]([O:6][CH3:7])=[O:5].C(=O)([O-])[O-].[K+].[K+].[CH3:20][O:21][CH2:22]Cl. (9) The reactants are: [Br:1][C:2]1[CH:3]=[CH:4][C:5]2[NH:6][C:7]3[C:12]([C:13]=2[CH:14]=1)=[CH:11][C:10]([Br:15])=[CH:9][CH:8]=3.F[C:17]1[C:26]2[C:21](=[CH:22][CH:23]=[CH:24][CH:25]=2)[CH:20]=[CH:19][CH:18]=1.C(=O)([O-])[O-].[Cs+].[Cs+]. Given the product [Br:15][C:10]1[CH:9]=[CH:8][C:7]2[N:6]([C:25]3[C:26]4[C:21](=[CH:20][CH:19]=[CH:18][CH:17]=4)[CH:22]=[CH:23][CH:24]=3)[C:5]3[C:13]([C:12]=2[CH:11]=1)=[CH:14][C:2]([Br:1])=[CH:3][CH:4]=3, predict the reactants needed to synthesize it.